From a dataset of Full USPTO retrosynthesis dataset with 1.9M reactions from patents (1976-2016). Predict the reactants needed to synthesize the given product. (1) Given the product [CH3:1][N:2]([CH3:33])[C:3]([C:5]1[N:6]([C:27]2[CH:32]=[CH:31][CH:30]=[CH:29][CH:28]=2)[C:7]2[C:12]([C:13](=[O:25])[CH:14]=1)=[CH:11][CH:10]=[CH:9][CH:8]=2)=[O:4], predict the reactants needed to synthesize it. The reactants are: [CH3:1][N:2]([CH3:33])[C:3]([C:5]1[N:6]([C:27]2[CH:32]=[CH:31][CH:30]=[CH:29][CH:28]=2)[C:7]2[C:12]([C:13](=[O:25])[C:14]=1CNC(C1SC(Br)=NC=1)=O)=[CH:11][CH:10]=[C:9](Cl)[CH:8]=2)=[O:4].N1CCC(CO)CC1. (2) Given the product [F:1][C:2]1[C:7]([C:8]([F:9])([F:10])[F:11])=[CH:6][CH:5]=[CH:4][C:3]=1[C:12]1[CH2:17][CH2:16][N:15]([CH2:18][CH2:19][CH3:20])[CH2:14][CH:13]=1, predict the reactants needed to synthesize it. The reactants are: [F:1][C:2]1[C:7]([C:8]([F:11])([F:10])[F:9])=[CH:6][CH:5]=[CH:4][C:3]=1[C:12]1(O)[CH2:17][CH2:16][N:15]([CH2:18][CH2:19][CH3:20])[CH2:14][CH2:13]1.[OH-].[Na+]. (3) Given the product [CH2:14]([N:11]1[CH2:12][CH2:13][N:8]([CH2:1][C:2]2[CH:3]=[CH:4][CH:5]=[CH:6][CH:7]=2)[CH:9]([C:21]([F:23])([F:24])[F:22])[CH2:10]1)[C:15]1[CH:16]=[CH:17][CH:18]=[CH:19][CH:20]=1.[F:22][C:21]([F:24])([F:23])[CH:9]1[CH2:10][NH:11][CH2:12][CH2:13][NH:8]1, predict the reactants needed to synthesize it. The reactants are: [CH2:1]([N:8]1[CH2:13][CH2:12][N:11]([CH2:14][C:15]2[CH:20]=[CH:19][CH:18]=[CH:17][CH:16]=2)[CH2:10][CH:9]1[C:21]([F:24])([F:23])[F:22])[C:2]1[CH:7]=[CH:6][CH:5]=[CH:4][CH:3]=1. (4) The reactants are: [H-].[Na+].[CH2:3]([O:11][CH2:12][C:13]([CH2:18][O:19][CH2:20][CH2:21][CH2:22][CH2:23][CH2:24][CH2:25][CH2:26][CH3:27])([CH2:16][OH:17])[CH2:14][OH:15])[CH2:4][CH2:5][CH2:6][CH2:7][CH2:8][CH2:9][CH3:10].Br.Br[CH2:30][CH2:31][N:32]([CH2:35][CH3:36])[CH2:33][CH3:34]. Given the product [CH2:31]([N:32]([CH2:35][CH3:36])[CH2:33][CH2:34][O:15][CH2:14][C:13]([CH2:12][O:11][CH2:3][CH2:4][CH2:5][CH2:6][CH2:7][CH2:8][CH2:9][CH3:10])([CH2:18][O:19][CH2:20][CH2:21][CH2:22][CH2:23][CH2:24][CH2:25][CH2:26][CH3:27])[CH2:16][O:17][CH2:30][CH2:31][N:32]([CH2:35][CH3:36])[CH2:33][CH3:34])[CH3:30], predict the reactants needed to synthesize it. (5) Given the product [CH2:18]([O:1][C:2]1[CH:3]=[C:4]2[C:8](=[CH:9][CH:10]=1)[C:7](=[O:11])[CH2:6][CH2:5]2)[CH3:19], predict the reactants needed to synthesize it. The reactants are: [OH:1][C:2]1[CH:3]=[C:4]2[C:8](=[CH:9][CH:10]=1)[C:7](=[O:11])[CH2:6][CH2:5]2.C(=O)([O-])[O-].[K+].[K+].[CH2:18](I)[CH3:19]. (6) Given the product [CH2:12]([C:9]1([OH:10])[C:1]2([CH2:4][CH2:3][CH2:2]2)[CH:5]2[CH2:11][CH:8]1[CH2:7][CH2:6]2)[CH2:13][CH2:14][CH3:15], predict the reactants needed to synthesize it. The reactants are: [C:1]12([C:9](=[O:10])[CH:8]3[CH2:11][CH:5]1[CH2:6][CH2:7]3)[CH2:4][CH2:3][CH2:2]2.[CH2:12]([Li])[CH2:13][CH2:14][CH3:15]. (7) Given the product [C:25]([O:28][CH2:29][C:30]1[C:31]([N:45]2[CH2:56][CH2:55][N:54]3[C:47](=[CH:48][C:49]4[CH2:50][C:51]([CH3:58])([CH3:57])[CH2:52][C:53]=43)[C:46]2=[O:59])=[N:32][CH:33]=[CH:34][C:35]=1[C:2]1[CH:3]=[C:4]([NH:10][C:11]2[CH:16]=[CH:15][C:14]([C:17]([N:19]3[CH2:24][CH2:23][O:22][CH2:21][CH2:20]3)=[O:18])=[CH:13][N:12]=2)[C:5](=[O:9])[N:6]([CH3:8])[N:7]=1)(=[O:27])[CH3:26], predict the reactants needed to synthesize it. The reactants are: Cl[C:2]1[CH:3]=[C:4]([NH:10][C:11]2[CH:16]=[CH:15][C:14]([C:17]([N:19]3[CH2:24][CH2:23][O:22][CH2:21][CH2:20]3)=[O:18])=[CH:13][N:12]=2)[C:5](=[O:9])[N:6]([CH3:8])[N:7]=1.[C:25]([O:28][CH2:29][C:30]1[C:31]([N:45]2[CH2:56][CH2:55][N:54]3[C:47](=[CH:48][C:49]4[CH2:50][C:51]([CH3:58])([CH3:57])[CH2:52][C:53]=43)[C:46]2=[O:59])=[N:32][CH:33]=[CH:34][C:35]=1B1OC(C)(C)C(C)(C)O1)(=[O:27])[CH3:26].C1(P(C2CCCCC2)C2CCCCC2)CCCCC1.C(=O)([O-])[O-].[Cs+].[Cs+].